The task is: Predict the reactants needed to synthesize the given product.. This data is from Full USPTO retrosynthesis dataset with 1.9M reactions from patents (1976-2016). (1) Given the product [CH:19]([NH:12][NH:13][C:3]([CH:5]1[CH2:10][CH2:9][CH2:8][CH2:7][CH2:6]1)=[O:4])([CH3:20])[CH3:21], predict the reactants needed to synthesize it. The reactants are: CO[C:3]([CH:5]1[CH2:10][CH2:9][CH2:8][CH2:7][CH2:6]1)=[O:4].O.[NH2:12][NH2:13].C([SiH]([CH2:19][CH3:20])CC)C.[CH3:21]O. (2) Given the product [C:23]([C:31]1[CH:32]=[CH:33][C:34]([C:35]([NH:1][C:2]2[S:3][C:4]3[CH:10]=[C:9]([O:11][CH2:21][CH2:20][CH2:19][Br:18])[CH:8]=[CH:7][C:5]=3[N:6]=2)=[O:36])=[CH:38][CH:39]=1)(=[O:30])[C:24]1[CH:25]=[CH:26][CH:27]=[CH:28][CH:29]=1, predict the reactants needed to synthesize it. The reactants are: [NH2:1][C:2]1[S:3][C:4]2[CH:10]=[C:9]([OH:11])[CH:8]=[CH:7][C:5]=2[N:6]=1.C(=O)([O-])[O-].[K+].[K+].[Br:18][CH2:19][CH2:20][CH2:21]Br.[C:23]([C:31]1[CH:39]=[CH:38][C:34]([C:35](O)=[O:36])=[CH:33][CH:32]=1)(=[O:30])[C:24]1[CH:29]=[CH:28][CH:27]=[CH:26][CH:25]=1.CN(C(ON1N=NC2C=CC=CC1=2)=[N+](C)C)C.[B-](F)(F)(F)F.